This data is from Forward reaction prediction with 1.9M reactions from USPTO patents (1976-2016). The task is: Predict the product of the given reaction. (1) Given the reactants [Br:1][C:2]1[CH:3]=[CH:4][CH:5]=[C:6]2[C:10]=1[CH2:9][CH:8]=[CH:7]2.[CH:11]1([Si:17](C)([CH3:19])[CH3:18])C=CCC=C1, predict the reaction product. The product is: [Br:1][C:2]1[CH:3]=[CH:4][CH:5]=[C:6]2[C:10]=1[CH2:9][CH:8]([Si:17]([CH3:19])([CH3:18])[CH3:11])[CH2:7]2. (2) Given the reactants [N:1]1([C:7]2[CH:8]=[C:9]3[CH:15]=[CH:14][NH:13][C:10]3=[CH:11][N:12]=2)[CH2:6][CH2:5][O:4][CH2:3][CH2:2]1.[C:16]([O:20][C:21]([N:23]1[CH2:28][CH2:27][C:26](=O)[CH2:25][CH2:24]1)=[O:22])([CH3:19])([CH3:18])[CH3:17].[OH-].[K+].C([O-])=O.[NH4+], predict the reaction product. The product is: [C:16]([O:20][C:21]([N:23]1[CH2:28][CH2:27][CH:26]([C:15]2[C:9]3[C:10](=[CH:11][N:12]=[C:7]([N:1]4[CH2:2][CH2:3][O:4][CH2:5][CH2:6]4)[CH:8]=3)[NH:13][CH:14]=2)[CH2:25][CH2:24]1)=[O:22])([CH3:19])([CH3:17])[CH3:18].